From a dataset of Full USPTO retrosynthesis dataset with 1.9M reactions from patents (1976-2016). Predict the reactants needed to synthesize the given product. (1) Given the product [C:3]([C:2]1[C:1](=[O:6])[NH:7][C:8]2[C:9]([C:10]=1[OH:12])=[CH:14][C:15]([I:18])=[CH:16][CH:17]=2)(=[O:4])[CH3:5], predict the reactants needed to synthesize it. The reactants are: [C:1]([NH:7][C:8]1[CH:17]=[CH:16][C:15]([I:18])=[CH:14][C:9]=1[C:10]([O:12]C)=O)(=[O:6])[CH2:2][C:3]([CH3:5])=[O:4].O(C)[Na]. (2) Given the product [Br:1][C:2]1[CH:3]=[C:4]2[C:8](=[CH:9][CH:10]=1)[C:7](=[N:14][OH:13])[CH2:6][CH2:5]2, predict the reactants needed to synthesize it. The reactants are: [Br:1][C:2]1[CH:3]=[C:4]2[C:8](=[CH:9][CH:10]=1)[C:7](=O)[CH2:6][CH2:5]2.[Cl-].[OH:13][NH3+:14].C([O-])(=O)C.[Na+]. (3) Given the product [F:1][C:2]([F:33])([F:32])[C:3]1[CH:4]=[C:5]([C@H:13]2[O:17][C:16](=[O:18])[N:15]([CH2:19][C:20]3[C:25]([C:38]4[CH:39]=[C:40]([CH:41]([CH3:43])[CH3:42])[C:35]([F:34])=[CH:36][C:37]=4[O:47][CH3:48])=[CH:24][N:23]=[C:22]([C:27]([F:30])([F:29])[F:28])[CH:21]=3)[C@H:14]2[CH3:31])[CH:6]=[C:7]([C:9]([F:12])([F:11])[F:10])[CH:8]=1, predict the reactants needed to synthesize it. The reactants are: [F:1][C:2]([F:33])([F:32])[C:3]1[CH:4]=[C:5]([C@H:13]2[O:17][C:16](=[O:18])[N:15]([CH2:19][C:20]3[C:25](I)=[CH:24][N:23]=[C:22]([C:27]([F:30])([F:29])[F:28])[CH:21]=3)[C@H:14]2[CH3:31])[CH:6]=[C:7]([C:9]([F:12])([F:11])[F:10])[CH:8]=1.[F:34][C:35]1[C:40]([CH:41]([CH3:43])[CH3:42])=[CH:39][C:38](B(O)O)=[C:37]([O:47][CH3:48])[CH:36]=1.O. (4) Given the product [Cl:1][C:2]1[CH:11]=[C:10]2[C:5]([CH:6]=[CH:7][C:8]([CH3:12])=[N:9]2)=[C:4]([N:44]2[CH2:49][CH2:48][NH:47][CH2:46][CH2:45]2)[CH:3]=1, predict the reactants needed to synthesize it. The reactants are: [Cl:1][C:2]1[CH:11]=[C:10]2[C:5]([CH:6]=[CH:7][C:8]([CH3:12])=[N:9]2)=[C:4](O)[CH:3]=1.FC(F)(F)S(OC1C=CC=C2C=1C=CC(C)=N2)(=O)=O.CC1C=CC2C(=CC=CC=2[N:44]2[CH2:49][CH2:48][N:47](C(OC(C)(C)C)=O)[CH2:46][CH2:45]2)N=1.CC1C=CC2C(=CC=CC=2N2CCNCC2)N=1. (5) Given the product [C:13]([N:6]([CH:7]1[CH2:8][CH2:9]1)[CH2:5][C:4]([OH:3])=[O:10])([O:15][C:20]([CH3:18])([CH3:19])[CH3:23])=[O:14], predict the reactants needed to synthesize it. The reactants are: C([O:3][C:4](=[O:10])[CH2:5][NH:6][CH:7]1[CH2:9][CH2:8]1)C.BrC[C:13]([O:15]CC)=[O:14].[CH:18]1(N)[CH2:20][CH2:19]1.Cl.[CH3:23]O. (6) Given the product [CH3:1][S:2]([N:5]1[C:13]2[C:8](=[CH:9][CH:10]=[C:11]([NH2:14])[CH:12]=2)[CH2:7][CH2:6]1)(=[O:4])=[O:3], predict the reactants needed to synthesize it. The reactants are: [CH3:1][S:2]([N:5]1[C:13]2[C:8](=[CH:9][CH:10]=[C:11]([N+:14]([O-])=O)[CH:12]=2)[CH2:7][CH2:6]1)(=[O:4])=[O:3].N(N)(C)C.C. (7) The reactants are: [H-].[Na+].[CH3:3][S:4][CH:5](O)[CH3:6].[NH2:8][C:9]1[CH:14]=[N:13][C:12](Br)=[CH:11][N:10]=1.C(Cl)(Cl)Cl.[OH2:20]. Given the product [CH3:3][S:4][CH2:5][CH2:6][O:20][C:12]1[N:13]=[CH:14][C:9]([NH2:8])=[N:10][CH:11]=1, predict the reactants needed to synthesize it.